From a dataset of Catalyst prediction with 721,799 reactions and 888 catalyst types from USPTO. Predict which catalyst facilitates the given reaction. (1) Reactant: [NH2:1][C:2]1[CH:7]=[CH:6][C:5]([CH2:8][C@@H:9]([NH:24][C:25]([O:27][C:28]([CH3:31])([CH3:30])[CH3:29])=[O:26])[C:10]([NH:12][C@@H:13]([CH:21]([CH3:23])[CH3:22])[CH2:14][O:15][CH2:16][CH2:17][C:18]([OH:20])=O)=[O:11])=[CH:4][CH:3]=1.C1C=NC2N(O)N=NC=2C=1.C(N(CC)C(C)C)(C)C.CN(C(ON1N=NC2C=CC=NC1=2)=[N+](C)C)C.F[P-](F)(F)(F)(F)F. Product: [CH:21]([C@@H:13]1[NH:12][C:10](=[O:11])[C@H:9]([NH:24][C:25](=[O:26])[O:27][C:28]([CH3:29])([CH3:31])[CH3:30])[CH2:8][C:5]2=[CH:6][CH:7]=[C:2]([CH:3]=[CH:4]2)[NH:1][C:18](=[O:20])[CH2:17][CH2:16][O:15][CH2:14]1)([CH3:22])[CH3:23]. The catalyst class is: 85. (2) Reactant: [F:1][C:2]([F:27])([C:21]1[CH:26]=[CH:25][CH:24]=[CH:23][CH:22]=1)[C:3]1[CH:8]=[CH:7][C:6]([C:9]2[C:14]3=[N:15][S:16](=[O:20])(=[O:19])[CH2:17][CH2:18][N:13]3[CH:12]=[CH:11][CH:10]=2)=[CH:5][CH:4]=1. Product: [F:27][C:2]([F:1])([C:21]1[CH:22]=[CH:23][CH:24]=[CH:25][CH:26]=1)[C:3]1[CH:8]=[CH:7][C:6]([CH:9]2[C:14]3=[N:15][S:16](=[O:20])(=[O:19])[CH2:17][CH2:18][N:13]3[CH2:12][CH2:11][CH2:10]2)=[CH:5][CH:4]=1. The catalyst class is: 609. (3) Product: [CH3:25][C:24]1[O:23][N:22]=[C:21]([C:26]2[CH:27]=[CH:28][CH:29]=[CH:30][CH:31]=2)[C:20]=1[CH2:19][CH2:1][C:2]1[S:3][C:4]([C:7]([OH:9])=[O:8])=[CH:5][N:6]=1. Reactant: [CH3:1][C:2]1[S:3][C:4]([C:7]([OH:9])=[O:8])=[CH:5][N:6]=1.[Li+].CC([N-]C(C)C)C.Cl[CH2:19][C:20]1[C:21]([C:26]2[CH:31]=[CH:30][CH:29]=[CH:28][CH:27]=2)=[N:22][O:23][C:24]=1[CH3:25]. The catalyst class is: 1. (4) Reactant: B.C1COCC1.[C:7]([CH2:10][C@H:11]([CH:13]1[CH2:18][CH2:17][N:16]([C:19]([O:21][C:22]([CH3:25])([CH3:24])[CH3:23])=[O:20])[CH2:15][CH2:14]1)[CH3:12])(O)=[O:8].CCOCC.Cl. Product: [OH:8][CH2:7][CH2:10][C@H:11]([CH:13]1[CH2:14][CH2:15][N:16]([C:19]([O:21][C:22]([CH3:23])([CH3:25])[CH3:24])=[O:20])[CH2:17][CH2:18]1)[CH3:12]. The catalyst class is: 1.